This data is from Full USPTO retrosynthesis dataset with 1.9M reactions from patents (1976-2016). The task is: Predict the reactants needed to synthesize the given product. Given the product [Cl:17][CH2:14][C:15]1[O:9][N:8]=[C:7]([C:6]2[CH:10]=[CH:11][C:3]([C:2]([F:12])([F:13])[F:1])=[CH:4][CH:5]=2)[CH:16]=1, predict the reactants needed to synthesize it. The reactants are: [F:1][C:2]([F:13])([F:12])[C:3]1[CH:11]=[CH:10][C:6]([CH:7]=[N:8][OH:9])=[CH:5][CH:4]=1.[CH2:14]([Cl:17])[C:15]#[CH:16].C(N(CC)CC)C.